Dataset: Catalyst prediction with 721,799 reactions and 888 catalyst types from USPTO. Task: Predict which catalyst facilitates the given reaction. (1) Product: [ClH:15].[NH2:7][C:8]1[CH:9]=[C:10]([Cl:16])[C:11]([Cl:15])=[C:12]([OH:14])[CH:13]=1. Reactant: C(OC(=O)[NH:7][C:8]1[CH:13]=[C:12]([OH:14])[C:11]([Cl:15])=[C:10]([Cl:16])[CH:9]=1)(C)(C)C.Cl.O1CCOCC1. The catalyst class is: 41. (2) Reactant: [C:1]([O:5][C:6]([N:8]([CH2:31][C@H:32]([OH:39])[C:33]1[CH:38]=[CH:37][CH:36]=[CH:35][CH:34]=1)[CH2:9][CH2:10][C:11]1[CH:16]=[CH:15][C:14]([C:17]2[CH:22]=[CH:21][C:20]([C:23]([O:25]C)=[O:24])=[C:19]([O:27][CH:28]([CH3:30])[CH3:29])[CH:18]=2)=[CH:13][CH:12]=1)=[O:7])([CH3:4])([CH3:3])[CH3:2].O1CCCC1.[OH-].[Na+].Cl. Product: [C:1]([O:5][C:6]([N:8]([CH2:31][C@H:32]([OH:39])[C:33]1[CH:38]=[CH:37][CH:36]=[CH:35][CH:34]=1)[CH2:9][CH2:10][C:11]1[CH:12]=[CH:13][C:14]([C:17]2[CH:22]=[CH:21][C:20]([C:23]([OH:25])=[O:24])=[C:19]([O:27][CH:28]([CH3:30])[CH3:29])[CH:18]=2)=[CH:15][CH:16]=1)=[O:7])([CH3:3])([CH3:4])[CH3:2]. The catalyst class is: 24. (3) Product: [C:59]([C:63]1[CH:64]=[CH:65][C:66]([C:67]([N:14]2[CH2:15][CH2:16][C:10]3([O:9][N:8]=[C:7]([C:1]4[CH:2]=[CH:3][CH:4]=[CH:5][CH:6]=4)[CH2:11]3)[CH2:12][CH2:13]2)=[O:68])=[CH:70][CH:71]=1)([CH3:62])([CH3:60])[CH3:61]. The catalyst class is: 674. Reactant: [C:1]1([C:7]2[CH2:11][C:10]3([CH2:16][CH2:15][NH:14][CH2:13][CH2:12]3)[O:9][N:8]=2)[CH:6]=[CH:5][CH:4]=[CH:3][CH:2]=1.C(N(C(C)C)C(C)C)C.O.ON1C2C=CC=CC=2N=N1.F[B-](F)(F)F.N1(OC(N(C)C)=[N+](C)C)C2C=CC=CC=2N=N1.[C:59]([C:63]1[CH:71]=[CH:70][C:66]([C:67](O)=[O:68])=[CH:65][CH:64]=1)([CH3:62])([CH3:61])[CH3:60]. (4) Reactant: [OH-].[Na+].[SH:3][C:4]1[CH:5]=[C:6]([C:10](=[O:12])[CH3:11])[CH:7]=[CH:8][CH:9]=1.Br[CH:14]1[CH2:18][CH2:17][CH2:16][CH2:15]1.C(OCC)(=O)C. Product: [CH:14]1([S:3][C:4]2[CH:5]=[C:6]([C:10](=[O:12])[CH3:11])[CH:7]=[CH:8][CH:9]=2)[CH2:18][CH2:17][CH2:16][CH2:15]1. The catalyst class is: 127. (5) The catalyst class is: 2. Reactant: [I:1][C:2]1[CH:10]=[CH:9][C:5]([C:6]([OH:8])=O)=[CH:4][CH:3]=1.C(P(=O)(OCC)OCC)#N.CN1CCOCC1.[NH2:28][CH2:29][CH2:30][CH2:31][NH:32][C:33]1[C:37]2[CH:38]=[CH:39][C:40]([S:42]([NH:45][C:46]([CH3:49])([CH3:48])[CH3:47])(=[O:44])=[O:43])=[CH:41][C:36]=2[S:35][N:34]=1. Product: [C:46]([NH:45][S:42]([C:40]1[CH:39]=[CH:38][C:37]2[C:33]([NH:32][CH2:31][CH2:30][CH2:29][NH:28][C:6](=[O:8])[C:5]3[CH:4]=[CH:3][C:2]([I:1])=[CH:10][CH:9]=3)=[N:34][S:35][C:36]=2[CH:41]=1)(=[O:44])=[O:43])([CH3:49])([CH3:47])[CH3:48]. (6) Reactant: [C:1]([O:5][C:6]([N:8]([C:38]([O:40][C:41]([CH3:44])([CH3:43])[CH3:42])=[O:39])[C:9]1[C:10]2[C:11]3[C:12](=[N:24][N:25]([CH2:27][C:28]4[C:33]([CH3:34])=[C:32]([O:35][CH3:36])[C:31]([CH3:37])=[CH:30][N:29]=4)[N:26]=2)[CH:13]=[C:14]([CH2:19][C:20]([O:22]C)=[O:21])[C:15]=3[CH2:16][S:17][N:18]=1)=[O:7])([CH3:4])([CH3:3])[CH3:2].CO.[OH-].[Na+].Cl. Product: [C:1]([O:5][C:6]([N:8]([C:38]([O:40][C:41]([CH3:44])([CH3:43])[CH3:42])=[O:39])[C:9]1[C:10]2[C:11]3[C:12](=[N:24][N:25]([CH2:27][C:28]4[C:33]([CH3:34])=[C:32]([O:35][CH3:36])[C:31]([CH3:37])=[CH:30][N:29]=4)[N:26]=2)[CH:13]=[C:14]([CH2:19][C:20]([OH:22])=[O:21])[C:15]=3[CH2:16][S:17][N:18]=1)=[O:7])([CH3:4])([CH3:3])[CH3:2]. The catalyst class is: 6.